This data is from Reaction yield outcomes from USPTO patents with 853,638 reactions. The task is: Predict the reaction yield, written as a fraction of the theoretical maximum amount of product (1.0 means a 100% yield; for example, 0.34 means a 34% yield). The reactants are [I:1][C:2]1[CH:7]=[CH:6][C:5]([OH:8])=[CH:4][CH:3]=1.[O:9]1[CH:14]=[CH:13][CH2:12][CH2:11][CH2:10]1.C1(C)C(S(O)(=O)=O)=CC=CC=1. The catalyst is C(Cl)Cl.CC1C=CC(S(O)(=O)=O)=CC=1. The product is [I:1][C:2]1[CH:7]=[CH:6][C:5]([O:8][CH:10]2[CH2:11][CH2:12][CH2:13][CH2:14][O:9]2)=[CH:4][CH:3]=1. The yield is 0.920.